Task: Predict the product of the given reaction.. Dataset: Forward reaction prediction with 1.9M reactions from USPTO patents (1976-2016) (1) Given the reactants [C:1]([CH2:4][C:5]1[N:6]([C:28]2[CH:33]=[CH:32][C:31]([O:34][CH:35]([CH3:37])[CH3:36])=[CH:30][CH:29]=2)[C:7]2[C:12]([C:13]=1[C:14]([OH:16])=[O:15])=[CH:11][C:10]([O:17][C:18]1[CH:23]=[CH:22][C:21]([C:24]([F:27])([F:26])[F:25])=[CH:20][N:19]=1)=[CH:9][CH:8]=2)([OH:3])=[O:2].Cl.[CH3:39][CH2:40]O, predict the reaction product. The product is: [CH2:39]([O:2][C:1]([CH2:4][C:5]1[N:6]([C:28]2[CH:29]=[CH:30][C:31]([O:34][CH:35]([CH3:37])[CH3:36])=[CH:32][CH:33]=2)[C:7]2[C:12]([C:13]=1[C:14]([OH:16])=[O:15])=[CH:11][C:10]([O:17][C:18]1[CH:23]=[CH:22][C:21]([C:24]([F:27])([F:26])[F:25])=[CH:20][N:19]=1)=[CH:9][CH:8]=2)=[O:3])[CH3:40]. (2) Given the reactants Cl.[NH2:2][CH2:3][CH2:4][O:5][N:6]1[C:14](=[O:15])[C:13]2[C:8](=[CH:9][CH:10]=[CH:11][CH:12]=2)[C:7]1=[O:16].[C:17]([O:21][C:22](=[O:27])[NH:23][C:24](Cl)=[O:25])([CH3:20])([CH3:19])[CH3:18].C(N(CC)CC)C, predict the reaction product. The product is: [C:17]([O:21][C:22](=[O:27])[NH:23][C:24](=[O:25])[NH:2][CH2:3][CH2:4][O:5][N:6]1[C:7](=[O:16])[C:8]2[C:13](=[CH:12][CH:11]=[CH:10][CH:9]=2)[C:14]1=[O:15])([CH3:20])([CH3:19])[CH3:18].